This data is from Full USPTO retrosynthesis dataset with 1.9M reactions from patents (1976-2016). The task is: Predict the reactants needed to synthesize the given product. (1) Given the product [F:1][C:2]([CH3:27])([CH3:28])[CH2:3][N:4]1[CH2:5][CH2:6][CH:7]([CH2:10][O:11][C:12]2[CH:13]=[CH:14][C:15]([C:18]3[N:19]=[CH:20][C:21]([C:22]([N:29]4[CH2:34][CH2:33][CH2:32][C@@H:31]([OH:35])[CH2:30]4)=[O:24])=[CH:25][CH:26]=3)=[CH:16][CH:17]=2)[CH2:8][CH2:9]1, predict the reactants needed to synthesize it. The reactants are: [F:1][C:2]([CH3:28])([CH3:27])[CH2:3][N:4]1[CH2:9][CH2:8][CH:7]([CH2:10][O:11][C:12]2[CH:17]=[CH:16][C:15]([C:18]3[CH:26]=[CH:25][C:21]([C:22]([OH:24])=O)=[CH:20][N:19]=3)=[CH:14][CH:13]=2)[CH2:6][CH2:5]1.[NH:29]1[CH2:34][CH2:33][CH2:32][C@@H:31]([OH:35])[CH2:30]1.CCN(C(C)C)C(C)C.CCN=C=NCCCN(C)C.C1C=CC2N(O)N=NC=2C=1. (2) Given the product [F:2][C:3]1[CH:12]=[C:11]2[C:6]([CH2:7][CH2:8][CH2:9][CH:10]2[CH2:13][CH2:14][NH:15][C:16](=[O:18])[CH3:17])=[CH:5][CH:4]=1, predict the reactants needed to synthesize it. The reactants are: Cl.[F:2][C:3]1[CH:12]=[C:11]2[C:6]([CH2:7][CH2:8][CH2:9][CH:10]2[CH2:13][CH2:14][NH2:15])=[CH:5][CH:4]=1.[C:16](OC(=O)C)(=[O:18])[CH3:17].Cl.